From a dataset of Catalyst prediction with 721,799 reactions and 888 catalyst types from USPTO. Predict which catalyst facilitates the given reaction. (1) Reactant: COC1C=CC(C[NH:8][C:9]2[C:14]([C:15]3[N:16]=[C:17]4[N:21]([CH:22]=3)[C:20]([CH2:23][N:24]3[CH2:29][CH2:28][O:27][CH2:26][CH2:25]3)=[CH:19][S:18]4)=[CH:13][CH:12]=[CH:11][N:10]=2)=CC=1.C([SiH](CC)CC)C.FC(F)(F)C(O)=O. Product: [N:24]1([CH2:23][C:20]2[N:21]3[CH:22]=[C:15]([C:14]4[C:9]([NH2:8])=[N:10][CH:11]=[CH:12][CH:13]=4)[N:16]=[C:17]3[S:18][CH:19]=2)[CH2:25][CH2:26][O:27][CH2:28][CH2:29]1. The catalyst class is: 2. (2) Reactant: [CH3:1][CH:2]([C:6]([OH:8])=[O:7])[C:3]([OH:5])=[O:4].[OH-].[Na+].[N+]([O-])(O)=O.[N+]([O-])([O-])=O.[Ag+:19]. Product: [CH3:1][CH:2]([C:6]([O-:8])=[O:7])[C:3]([O-:5])=[O:4].[Ag+2:19]. The catalyst class is: 24. (3) Reactant: [CH3:1][O:2][C:3]1[CH:4]=[N:5][C:6]2[CH:7]=[CH:8][CH:9]=[C:10]([CH:13]=[O:14])[C:11]=2[N:12]=1.[BH4-].[Na+].C1COCC1.O. Product: [CH3:1][O:2][C:3]1[CH:4]=[N:5][C:6]2[C:11]([N:12]=1)=[C:10]([CH2:13][OH:14])[CH:9]=[CH:8][CH:7]=2. The catalyst class is: 14. (4) Reactant: F[C:2]1[N:7]=[C:6]([N:8]([CH3:21])[C:9]2[CH:14]=[CH:13][N:12]=[C:11]([C:15]3[CH:20]=[CH:19][CH:18]=[CH:17][CH:16]=3)[N:10]=2)[CH:5]=[CH:4][N:3]=1.[C@H:22]1([NH2:29])[CH2:27][CH2:26][C@H:25]([NH2:28])[CH2:24][CH2:23]1. Product: [NH2:28][CH:25]1[CH2:26][CH2:27][CH:22]([NH:29][C:2]2[N:7]=[C:6]([N:8]([CH3:21])[C:9]3[CH:14]=[CH:13][N:12]=[C:11]([C:15]4[CH:20]=[CH:19][CH:18]=[CH:17][CH:16]=4)[N:10]=3)[CH:5]=[CH:4][N:3]=2)[CH2:23][CH2:24]1. The catalyst class is: 12. (5) Reactant: [F:1][C:2]1[CH:3]=[C:4]([CH:6]=[C:7]([C:9]([F:12])([F:11])[F:10])[CH:8]=1)[NH2:5].[CH:13](OCC)(OCC)OCC.[N+:23]([CH2:26]C(OCC)=O)([O-])=O.[C:32]([OH:35])(=[O:34])[CH3:33]. Product: [F:1][C:2]1[CH:3]=[C:4]([N:5]2[CH:13]=[C:33]([C:32]([OH:35])=[O:34])[N:23]=[CH:26]2)[CH:6]=[C:7]([C:9]([F:10])([F:11])[F:12])[CH:8]=1. The catalyst class is: 292. (6) The catalyst class is: 2. Product: [CH3:41][C:36]1[CH:35]=[C:34]([C:30]2[CH:29]=[C:28]([C:26]3[CH2:25][C:24](=[O:42])[NH:23][C:9]4[CH:10]=[C:11]([C:19]([F:20])([F:22])[F:21])[C:12]([N:14]5[CH2:15][CH2:16][CH2:17][CH2:18]5)=[CH:13][C:8]=4[N:7]=3)[CH:33]=[CH:32][CH:31]=2)[CH:39]=[C:38]([CH3:40])[N:37]=1. Reactant: C(OC(=O)[NH:7][C:8]1[CH:13]=[C:12]([N:14]2[CH2:18][CH2:17][CH2:16][CH2:15]2)[C:11]([C:19]([F:22])([F:21])[F:20])=[CH:10][C:9]=1[NH:23][C:24](=[O:42])[CH2:25][C:26]([C:28]1[CH:33]=[CH:32][CH:31]=[C:30]([C:34]2[CH:39]=[C:38]([CH3:40])[N:37]=[C:36]([CH3:41])[CH:35]=2)[CH:29]=1)=O)(C)(C)C.C(O)(C(F)(F)F)=O. (7) Reactant: [CH:1]1([CH2:4][N:5]([C@@H:13]2[CH2:15][C@H:14]2[C:16]2[CH:21]=[CH:20][C:19]([NH:22][C:23]([C:25]3[CH:26]=[N:27][NH:28][CH:29]=3)=[O:24])=[CH:18][CH:17]=2)C(=O)OC(C)(C)C)[CH2:3][CH2:2]1.[ClH:30].COC1CCCC1. Product: [ClH:30].[CH:1]1([CH2:4][NH:5][C@@H:13]2[CH2:15][C@H:14]2[C:16]2[CH:21]=[CH:20][C:19]([NH:22][C:23]([C:25]3[CH:26]=[N:27][NH:28][CH:29]=3)=[O:24])=[CH:18][CH:17]=2)[CH2:3][CH2:2]1. The catalyst class is: 1. (8) Reactant: Cl[C:2]1[CH:3]=[CH:4][C:5]([C:8]#[N:9])=[N:6][CH:7]=1.[F-:10].[K+].CN1C(=O)CCC1. The catalyst class is: 25. Product: [F:10][C:2]1[CH:3]=[CH:4][C:5]([C:8]#[N:9])=[N:6][CH:7]=1. (9) Reactant: [C:1]([C:3]([C:6]1[CH:7]=[C:8]([CH:13]=[CH:14][CH:15]=1)[C:9]([O:11]C)=[O:10])([CH3:5])[CH3:4])#[N:2].[OH-].[Li+]. Product: [C:1]([C:3]([C:6]1[CH:7]=[C:8]([CH:13]=[CH:14][CH:15]=1)[C:9]([OH:11])=[O:10])([CH3:5])[CH3:4])#[N:2]. The catalyst class is: 87.